The task is: Predict the reaction yield, written as a fraction of the theoretical maximum amount of product (1.0 means a 100% yield; for example, 0.34 means a 34% yield).. This data is from Reaction yield outcomes from USPTO patents with 853,638 reactions. (1) The reactants are [CH2:1]([O:3][C:4]([C:6]1[C:7]([CH3:26])=[C:8]([C:19]([O:21][C:22]([CH3:25])([CH3:24])[CH3:23])=[O:20])[NH:9][C:10]=1[CH2:11][CH2:12][CH2:13]OS(C)(=O)=O)=[O:5])[CH3:2].[N:27]1([CH2:33][CH2:34][NH2:35])[CH2:32][CH2:31][CH2:30][CH2:29][CH2:28]1.C(OCC)(=O)C. The catalyst is CO. The product is [CH2:1]([O:3][C:4]([C:6]1[C:7]([CH3:26])=[C:8]([C:19]([O:21][C:22]([CH3:25])([CH3:24])[CH3:23])=[O:20])[NH:9][C:10]=1[CH2:11][CH2:12][CH2:13][NH:35][CH2:34][CH2:33][N:27]1[CH2:32][CH2:31][CH2:30][CH2:29][CH2:28]1)=[O:5])[CH3:2]. The yield is 0.465. (2) The reactants are [CH3:1][C:2]1[CH:6]=[C:5]([C:7]2[CH:13]3[CH2:14][CH:10]([CH2:11][N:12]3C(OC(C)(C)C)=O)[CH2:9][CH:8]=2)[O:4][N:3]=1.FC(F)(F)C(O)=O. The catalyst is ClCCl. The product is [CH3:1][C:2]1[CH:6]=[C:5]([C:7]2[CH:13]3[CH2:14][CH:10]([CH2:11][NH:12]3)[CH2:9][CH:8]=2)[O:4][N:3]=1. The yield is 0.580. (3) The reactants are [C:1]([O:5][C:6](=[O:27])[N:7]([C:9]1[CH:14]=[CH:13][CH:12]=[C:11]([CH2:15][CH2:16][O:17][C:18]2[CH:19]=[C:20]3[C:24](=[CH:25][CH:26]=2)[NH:23][CH:22]=[CH:21]3)[N:10]=1)[CH3:8])([CH3:4])([CH3:3])[CH3:2].[CH3:28][O:29][C:30](=[O:39])[C:31]#[C:32][C:33]1[CH:34]=[N:35][CH:36]=[CH:37][CH:38]=1. No catalyst specified. The product is [CH3:28][O:29][C:30](=[O:39])[CH:31]=[C:32]([N:23]1[C:24]2[C:20](=[CH:19][C:18]([O:17][CH2:16][CH2:15][C:11]3[CH:12]=[CH:13][CH:14]=[C:9]([N:7]([C:6]([O:5][C:1]([CH3:4])([CH3:2])[CH3:3])=[O:27])[CH3:8])[N:10]=3)=[CH:26][CH:25]=2)[CH:21]=[CH:22]1)[C:33]1[CH:34]=[N:35][CH:36]=[CH:37][CH:38]=1. The yield is 0.960.